From a dataset of Forward reaction prediction with 1.9M reactions from USPTO patents (1976-2016). Predict the product of the given reaction. (1) Given the reactants [Na].Cl[C:3]1[CH:8]=[C:7]([NH2:9])[CH:6]=[CH:5][N:4]=1.Cl.[CH2:11]([OH:13])[CH3:12], predict the reaction product. The product is: [CH2:11]([O:13][C:3]1[CH:8]=[C:7]([NH2:9])[CH:6]=[CH:5][N:4]=1)[CH3:12]. (2) Given the reactants [F:1][C:2]([F:33])([F:32])[C:3]1[CH:8]=[C:7]([C:9]2[CH:14]=[CH:13][C:12]([C:15]([F:18])([F:17])[F:16])=[CH:11][CH:10]=2)[N:6]=[C:5]([C:19]2[CH:20]=[C:21]([C:25]3[CH:30]=[CH:29][CH:28]=[C:27]([NH2:31])[CH:26]=3)[CH:22]=[CH:23][CH:24]=2)[N:4]=1.C(N(CC)CC)C.C([NH:48][S:49](Cl)(=[O:51])=[O:50])(OC(C)(C)C)=O, predict the reaction product. The product is: [F:33][C:2]([F:1])([F:32])[C:3]1[CH:8]=[C:7]([C:9]2[CH:14]=[CH:13][C:12]([C:15]([F:18])([F:17])[F:16])=[CH:11][CH:10]=2)[N:6]=[C:5]([C:19]2[CH:20]=[C:21]([C:25]3[CH:30]=[CH:29][CH:28]=[C:27]([NH:31][S:49]([NH2:48])(=[O:51])=[O:50])[CH:26]=3)[CH:22]=[CH:23][CH:24]=2)[N:4]=1. (3) Given the reactants C([O:3][C:4](=[O:12])[CH2:5][C:6]1[N:7]=[C:8]([CH3:11])[S:9][CH:10]=1)C.[OH-].[K+], predict the reaction product. The product is: [CH3:11][C:8]1[S:9][CH:10]=[C:6]([CH2:5][C:4]([OH:12])=[O:3])[N:7]=1. (4) Given the reactants C([O:8][C:9]1[CH:16]=[CH:15][C:14]([F:17])=[CH:13][C:10]=1[C:11]#[N:12])C1C=CC=CC=1, predict the reaction product. The product is: [F:17][C:14]1[CH:15]=[CH:16][C:9]([OH:8])=[C:10]([CH:13]=1)[C:11]#[N:12]. (5) Given the reactants [H-].[H-].[H-].[H-].[Li+].[Al+3].[O:7]1[C:11]2[CH:12]=[CH:13][CH:14]=[CH:15][C:10]=2[N:9]=[C:8]1[C:16]1[CH:25]=[CH:24][C:19]([C:20](OC)=[O:21])=[CH:18][CH:17]=1.O.[OH-].[K+], predict the reaction product. The product is: [O:7]1[C:11]2[CH:12]=[CH:13][CH:14]=[CH:15][C:10]=2[N:9]=[C:8]1[C:16]1[CH:25]=[CH:24][C:19]([CH2:20][OH:21])=[CH:18][CH:17]=1. (6) Given the reactants [NH2:1][C@@H:2]([CH3:5])[CH2:3][OH:4].CCN(C(C)C)C(C)C.[Br:15][C:16]1[CH:21]=[CH:20][CH:19]=[CH:18][C:17]=1[S:22](Cl)(=[O:24])=[O:23], predict the reaction product. The product is: [Br:15][C:16]1[CH:21]=[CH:20][CH:19]=[CH:18][C:17]=1[S:22]([NH:1][C@@H:2]([CH3:5])[CH2:3][OH:4])(=[O:24])=[O:23].